From a dataset of Full USPTO retrosynthesis dataset with 1.9M reactions from patents (1976-2016). Predict the reactants needed to synthesize the given product. (1) Given the product [CH3:22][O:23][C:24](=[O:42])[C@H:25]([NH:41][C:19]([C:4]1[CH:5]=[C:6]([C:9]2[CH:14]=[CH:13][C:12]([C:15]([F:16])([F:18])[F:17])=[CH:11][CH:10]=2)[CH:7]=[CH:8][C:3]=1[O:2][CH3:1])=[O:20])[CH2:26][C:27]1[CH:32]=[CH:31][C:30]([C:33]2[CH:38]=[CH:37][C:36]([F:39])=[C:35]([Cl:40])[CH:34]=2)=[CH:29][CH:28]=1, predict the reactants needed to synthesize it. The reactants are: [CH3:1][O:2][C:3]1[CH:8]=[CH:7][C:6]([C:9]2[CH:14]=[CH:13][C:12]([C:15]([F:18])([F:17])[F:16])=[CH:11][CH:10]=2)=[CH:5][C:4]=1[C:19](O)=[O:20].[CH3:22][O:23][C:24](=[O:42])[C@H:25]([NH2:41])[CH2:26][C:27]1[CH:32]=[CH:31][C:30]([C:33]2[CH:38]=[CH:37][C:36]([F:39])=[C:35]([Cl:40])[CH:34]=2)=[CH:29][CH:28]=1. (2) Given the product [Br:1][C:2]1[CH:10]=[CH:9][C:5]([C:6]([N:21]2[CH2:26][CH2:25][O:24][CH2:23][CH2:22]2)=[O:8])=[CH:4][C:3]=1[OH:11], predict the reactants needed to synthesize it. The reactants are: [Br:1][C:2]1[CH:10]=[CH:9][C:5]([C:6]([OH:8])=O)=[CH:4][C:3]=1[OH:11].CCN(C(C)C)C(C)C.[NH:21]1[CH2:26][CH2:25][O:24][CH2:23][CH2:22]1.CN(C(ON1N=NC2C=CC=NC1=2)=[N+](C)C)C.F[P-](F)(F)(F)(F)F. (3) Given the product [NH:14]1[C:15]2[CH2:16][CH2:17][NH:8][CH2:9][C:10]=2[CH:11]=[CH:12][C:13]1=[O:18], predict the reactants needed to synthesize it. The reactants are: C([N:8]1[CH2:17][CH2:16][C:15]2[NH:14][C:13](=[O:18])[CH:12]=[CH:11][C:10]=2[CH2:9]1)C1C=CC=CC=1.